From a dataset of Reaction yield outcomes from USPTO patents with 853,638 reactions. Predict the reaction yield, written as a fraction of the theoretical maximum amount of product (1.0 means a 100% yield; for example, 0.34 means a 34% yield). (1) The reactants are [CH2:1]=O.[C:3]1([C@H:9]([N:11]2[C@@H:18]3[C@@H:14]([CH2:15][NH:16][CH2:17]3)[CH2:13][CH2:12]2)[CH3:10])[CH:8]=[CH:7][CH:6]=[CH:5][CH:4]=1.[OH-].[Na+]. The catalyst is C(O)=O. The product is [CH3:1][N:16]1[CH2:17][C@@H:18]2[N:11]([C@@H:9]([C:3]3[CH:8]=[CH:7][CH:6]=[CH:5][CH:4]=3)[CH3:10])[CH2:12][CH2:13][C@@H:14]2[CH2:15]1. The yield is 0.700. (2) The reactants are FC1C=CC(C(=O)CBr)=CC=1.[C:12]([CH:14]([CH2:20][C:21]([C:23]1[CH:28]=[CH:27][C:26]([F:29])=[CH:25][CH:24]=1)=O)[C:15]([O:17][CH2:18][CH3:19])=[O:16])#[N:13].FC1C=CC(C2NC=C(C(OCC)=O)C=2)=CC=1.[H-].[Na+].[F:49][C:50]([F:62])([F:61])[C:51]1[CH:56]=[CH:55][C:54]([S:57](Cl)(=[O:59])=[O:58])=[CH:53][CH:52]=1. The catalyst is CN(C)C=O.O. The product is [F:29][C:26]1[CH:27]=[CH:28][C:23]([C:21]2[N:13]([S:57]([C:54]3[CH:53]=[CH:52][C:51]([C:50]([F:49])([F:61])[F:62])=[CH:56][CH:55]=3)(=[O:59])=[O:58])[CH:12]=[C:14]([C:15]([O:17][CH2:18][CH3:19])=[O:16])[CH:20]=2)=[CH:24][CH:25]=1. The yield is 0.640. (3) The reactants are [F:1][C:2]1[CH:3]=[C:4]([C:11]([OH:13])=O)[CH:5]=[CH:6][C:7]=1[N+:8]([O-:10])=[O:9].C(N1C=CN=C1)(N1C=CN=C1)=O.[NH2:26][NH:27][C:28]([NH2:30])=[S:29]. The catalyst is CN(C=O)C. The product is [F:1][C:2]1[CH:3]=[C:4]([CH:5]=[CH:6][C:7]=1[N+:8]([O-:10])=[O:9])[C:11]([NH:26][NH:27][C:28]([NH2:30])=[S:29])=[O:13]. The yield is 0.680. (4) The reactants are Cl.[F:2][C:3]1[CH:8]=[CH:7][C:6]([CH:9]([OH:23])[CH:10]([NH2:22])[CH2:11][C:12]2[CH:17]=[CH:16][C:15]([C:18]([F:21])([F:20])[F:19])=[CH:14][CH:13]=2)=[CH:5][CH:4]=1.[C:24](Cl)(=[O:29])[C:25](C)([CH3:27])[CH3:26].[C:31](=O)([O-])O.[Na+].[C:36]([O:39][CH2:40][CH3:41])(=[O:38])C. The catalyst is O. The product is [F:2][C:3]1[CH:4]=[CH:5][C:6]([CH:9]([OH:23])[CH:10]([NH:22][C:24]([C:25]2[CH:27]=[CH:31][C:41]3[O:38][CH2:36][O:39][C:40]=3[CH:26]=2)=[O:29])[CH2:11][C:12]2[CH:17]=[CH:16][C:15]([C:18]([F:21])([F:20])[F:19])=[CH:14][CH:13]=2)=[CH:7][CH:8]=1. The yield is 0.810. (5) The reactants are [N:1]1[CH:6]=[C:5]([C@@H:7]2[CH2:12][CH2:11][CH2:10][N:8]2[CH3:9])[CH:4]=[CH:3][CH:2]=1.[Br:13][CH2:14][CH2:15][CH2:16][CH2:17][CH2:18][CH2:19][CH:20]=[CH2:21]. The catalyst is CC(O)=O. The product is [Br-:13].[CH3:9][N:8]1[CH2:10][CH2:11][CH2:12][C@H:7]1[C:5]1[CH:6]=[N+:1]([CH2:21][CH2:20][CH2:19][CH2:18][CH2:17][CH2:16][CH:15]=[CH2:14])[CH:2]=[CH:3][CH:4]=1. The yield is 0.770.